Task: Predict the reactants needed to synthesize the given product.. Dataset: Full USPTO retrosynthesis dataset with 1.9M reactions from patents (1976-2016) Given the product [CH2:27]1[C:23]2([CH2:35][CH2:36][N:20]([C:15]3[C:14]4[C:19](=[C:10]([C:9]([F:37])([F:38])[F:8])[CH:11]=[CH:12][CH:13]=4)[N:18]=[CH:17][CH:16]=3)[CH2:21][CH2:22]2)[CH2:24][CH2:25][NH:26]1, predict the reactants needed to synthesize it. The reactants are: C(O)(C(F)(F)F)=O.[F:8][C:9]([F:38])([F:37])[C:10]1[CH:11]=[CH:12][CH:13]=[C:14]2[C:19]=1[N:18]=[CH:17][CH:16]=[C:15]2[N:20]1[CH2:36][CH2:35][C:23]2([CH2:27][N:26](C(OC(C)(C)C)=O)[CH2:25][CH2:24]2)[CH2:22][CH2:21]1.